From a dataset of Full USPTO retrosynthesis dataset with 1.9M reactions from patents (1976-2016). Predict the reactants needed to synthesize the given product. (1) Given the product [CH3:36][N:27]([C@@H:24]1[CH2:25][CH2:26][N:22]([C:18]2[N:17]3[CH:35]=[C:14]([CH2:13][N:2]([CH3:1])[C@@H:3]4[C:12]5[N:11]=[CH:10][CH:9]=[CH:8][C:7]=5[CH2:6][CH2:5][CH2:4]4)[N:15]=[C:16]3[CH:21]=[CH:20][CH:19]=2)[CH2:23]1)[C:28](=[O:34])[O:29][C:30]([CH3:32])([CH3:31])[CH3:33], predict the reactants needed to synthesize it. The reactants are: [CH3:1][N:2]([CH2:13][C:14]1[N:15]=[C:16]2[CH:21]=[CH:20][CH:19]=[C:18]([N:22]3[CH2:26][CH2:25][C@@H:24]([NH:27][C:28](=[O:34])[O:29][C:30]([CH3:33])([CH3:32])[CH3:31])[CH2:23]3)[N:17]2[CH:35]=1)[C@@H:3]1[C:12]2[N:11]=[CH:10][CH:9]=[CH:8][C:7]=2[CH2:6][CH2:5][CH2:4]1.[CH3:36]I.[H-].[Na+]. (2) The reactants are: [F:1][C:2]1[CH:3]=[C:4]([CH:8]=[CH:9][CH:10]=1)[C:5](Cl)=[O:6].[CH3:11][C:12]1[NH:13][C:14]2[CH:20]=[CH:19][CH:18]=[CH:17][C:15]=2[N:16]=1.C(N(CC)CC)C.N1CCOCC1. Given the product [F:1][C:2]1[CH:3]=[C:4]([C:5](=[O:6])[CH:11]=[C:12]2[NH:16][C:15]3[CH:17]=[CH:18][CH:19]=[CH:20][C:14]=3[NH:13]2)[CH:8]=[CH:9][CH:10]=1, predict the reactants needed to synthesize it. (3) The reactants are: C([O:8][C:9]1[CH:35]=[CH:34][C:12]([O:13][CH2:14][CH2:15][C:16]2[N:17]=[C:18]([C:22]3[CH:23]=[C:24]([C:28]4[CH:33]=[CH:32][CH:31]=[CH:30][CH:29]=4)[CH:25]=[CH:26][CH:27]=3)[O:19][C:20]=2[CH3:21])=[C:11]([CH2:36][CH2:37][CH2:38][CH3:39])[CH:10]=1)C1C=CC=CC=1.[H][H]. Given the product [CH2:36]([C:11]1[CH:10]=[C:9]([OH:8])[CH:35]=[CH:34][C:12]=1[O:13][CH2:14][CH2:15][C:16]1[N:17]=[C:18]([C:22]2[CH:23]=[C:24]([C:28]3[CH:29]=[CH:30][CH:31]=[CH:32][CH:33]=3)[CH:25]=[CH:26][CH:27]=2)[O:19][C:20]=1[CH3:21])[CH2:37][CH2:38][CH3:39], predict the reactants needed to synthesize it. (4) Given the product [F:19][C:3]1[C:2]([C:30]#[C:29][C:27]([OH:31])([C:23]2[CH:22]=[C:21]([CH3:20])[CH:26]=[CH:25][N:24]=2)[CH3:28])=[CH:18][C:6]2[C:7]3[N:8]([CH:12]=[C:13]([C:15]([NH2:17])=[O:16])[N:14]=3)[CH2:9][CH2:10][O:11][C:5]=2[CH:4]=1, predict the reactants needed to synthesize it. The reactants are: Br[C:2]1[C:3]([F:19])=[CH:4][C:5]2[O:11][CH2:10][CH2:9][N:8]3[CH:12]=[C:13]([C:15]([NH2:17])=[O:16])[N:14]=[C:7]3[C:6]=2[CH:18]=1.[CH3:20][C:21]1[CH:26]=[CH:25][N:24]=[C:23]([C:27]([OH:31])([C:29]#[CH:30])[CH3:28])[CH:22]=1. (5) Given the product [I:1][C:2]1[CH:3]=[C:4]([CH:8]=[CH:9][CH:10]=1)[C:5]([O:7][N:15]1[C:16](=[O:17])[CH2:11][CH2:12][C:13]1=[O:14])=[O:6], predict the reactants needed to synthesize it. The reactants are: [I:1][C:2]1[CH:3]=[C:4]([CH:8]=[CH:9][CH:10]=1)[C:5]([OH:7])=[O:6].[CH2:11]1[C:16](=[O:17])[N:15](OC(O[N:15]2[C:16](=[O:17])[CH2:11][CH2:12][C:13]2=[O:14])=O)[C:13](=[O:14])[CH2:12]1.N1C=CC=CC=1. (6) The reactants are: Cl[C:2]1[N:7]=[C:6]([NH2:8])[CH:5]=[N:4][CH:3]=1.[CH3:9][N:10]1[CH2:15][CH2:14][NH:13][CH2:12][CH2:11]1.O. Given the product [CH3:9][N:10]1[CH2:15][CH2:14][N:13]([C:2]2[CH:3]=[N:4][CH:5]=[C:6]([NH2:8])[N:7]=2)[CH2:12][CH2:11]1, predict the reactants needed to synthesize it.